From a dataset of Full USPTO retrosynthesis dataset with 1.9M reactions from patents (1976-2016). Predict the reactants needed to synthesize the given product. (1) The reactants are: [OH:1]O.[CH2:3]([C:7]1[CH:14]=[CH:13][C:10]([C:11]#[N:12])=[C:9]([OH:15])[N:8]=1)[CH2:4][CH:5]=[CH2:6]. Given the product [CH2:3]([C:7]1[CH:14]=[CH:13][C:10]([C:11]([NH2:12])=[O:1])=[C:9]([OH:15])[N:8]=1)[CH2:4][CH:5]=[CH2:6], predict the reactants needed to synthesize it. (2) Given the product [C:38]([N:26]1[CH2:27][CH2:28][C@@H:23]([N:13]2[C:12](=[O:30])[C:11]3[C:16](=[C:17]4[CH:22]=[CH:21][CH:20]=[CH:19][C:18]4=[C:9]([CH2:8][C:5]4[CH:6]=[N:7][C:2]([Cl:1])=[CH:3][CH:4]=4)[CH:10]=3)[N:15]=[CH:14]2)[C@H:24]([OH:29])[CH2:25]1)(=[O:40])[CH3:39], predict the reactants needed to synthesize it. The reactants are: [Cl:1][C:2]1[N:7]=[CH:6][C:5]([CH2:8][C:9]2[CH:10]=[C:11]3[C:16](=[C:17]4[CH:22]=[CH:21][CH:20]=[CH:19][C:18]=24)[N:15]=[CH:14][N:13]([C@@H:23]2[CH2:28][CH2:27][NH:26][CH2:25][C@H:24]2[OH:29])[C:12]3=[O:30])=[CH:4][CH:3]=1.C(N(CC)CC)C.[C:38](OC(=O)C)(=[O:40])[CH3:39]. (3) The reactants are: C([NH:4][C:5]1[CH:13]=[C:12]([C:14]([F:17])([F:16])[F:15])[C:11]([N+:18]([O-:20])=[O:19])=[CH:10][C:6]=1[C:7]([OH:9])=[O:8])(=O)C.OS(O)(=O)=O.[OH-].[Na+]. Given the product [NH2:4][C:5]1[CH:13]=[C:12]([C:14]([F:17])([F:16])[F:15])[C:11]([N+:18]([O-:20])=[O:19])=[CH:10][C:6]=1[C:7]([OH:9])=[O:8], predict the reactants needed to synthesize it. (4) Given the product [F:1][C:2]1[CH:3]=[CH:4][C:5]([O:24][CH3:25])=[C:6]([C:8]2[C:9]3[CH2:10][CH2:11][N:12]([CH3:23])[CH2:13][C:14]=3[C:15]3[NH:20][C:19](=[O:21])[C:18](=[N:27][OH:28])[C:16]=3[CH:17]=2)[CH:7]=1, predict the reactants needed to synthesize it. The reactants are: [F:1][C:2]1[CH:3]=[CH:4][C:5]([O:24][CH3:25])=[C:6]([C:8]2[C:9]3[CH2:10][CH2:11][N:12]([CH3:23])[CH2:13][C:14]=3[C:15]3[NH:20][C:19](=[O:21])[C:18](=O)[C:16]=3[CH:17]=2)[CH:7]=1.Cl.[NH2:27][OH:28].C([O-])(=O)C.[Na+]. (5) Given the product [Cl:1][C:2]1[C:3]([N+:16]([O-:18])=[O:17])=[C:4]2[C:12](=[CH:13][CH:14]=1)[NH:11][C:10]1[C:9](=[O:15])[CH2:8][CH2:7][CH2:6][C:5]2=1, predict the reactants needed to synthesize it. The reactants are: [Cl:1][C:2]1[CH:3]=[C:4]2[C:12](=[CH:13][CH:14]=1)[NH:11][C:10]1[C:9](=[O:15])[CH2:8][CH2:7][CH2:6][C:5]2=1.[N+:16]([O-])([OH:18])=[O:17].C(=O)([O-])O.[Na+]. (6) Given the product [Cl:35][C:36]1[CH:41]=[CH:40][C:39]([C:3]2[C:8](=[O:9])[N:7]3[CH:10]=[CH:11][CH:12]=[CH:13][C:6]3=[N:5][C:4]=2[CH2:14][CH2:15][CH:16]([CH3:18])[CH3:17])=[CH:38][CH:37]=1, predict the reactants needed to synthesize it. The reactants are: Br.Br[C:3]1[C:8](=[O:9])[N:7]2[CH:10]=[CH:11][CH:12]=[CH:13][C:6]2=[N:5][C:4]=1[CH2:14][CH2:15][CH:16]([CH3:18])[CH3:17].BrC1C(=O)N2C=CC=CC2=NC=1CCCC.[Cl:35][C:36]1[CH:41]=[CH:40][C:39](B(O)O)=[CH:38][CH:37]=1.COC1C=CC(B(O)O)=CC=1.